This data is from Forward reaction prediction with 1.9M reactions from USPTO patents (1976-2016). The task is: Predict the product of the given reaction. (1) Given the reactants [I:1][C:2]1[CH:3]=[N:4][NH:5][CH:6]=1.CC(C)([O-])C.[Na+].Cl[CH2:14][O:15][CH2:16][CH2:17][Si:18]([CH3:21])([CH3:20])[CH3:19].O, predict the reaction product. The product is: [I:1][C:2]1[CH:3]=[N:4][N:5]([CH2:14][O:15][CH2:16][CH2:17][Si:18]([CH3:21])([CH3:20])[CH3:19])[CH:6]=1. (2) Given the reactants [NH2:1][C@@H:2]([CH2:10][CH2:11][CH2:12][NH:13][C:14]([NH:16][S:17]([C:20]1[C:21]([CH3:34])=[C:22]2[C:27](=[C:28]([CH3:31])[C:29]=1[CH3:30])[O:26][C:25]([CH3:33])([CH3:32])[CH2:24][CH2:23]2)(=[O:19])=[O:18])=[NH:15])[C:3]([O:5][C:6]([CH3:9])([CH3:8])[CH3:7])=[O:4].[CH2:35]([C:42]1[CH:43]=[C:44]([CH:48]=[CH:49][CH:50]=1)[C:45](O)=[O:46])[C:36]1[CH:41]=[CH:40][CH:39]=[CH:38][CH:37]=1.CN(C(ON1N=NC2C=CC=CC1=2)=[N+](C)C)C.F[P-](F)(F)(F)(F)F.CCN(C(C)C)C(C)C, predict the reaction product. The product is: [CH2:35]([C:42]1[CH:43]=[C:44]([CH:48]=[CH:49][CH:50]=1)[C:45]([NH:1][C@@H:2]([CH2:10][CH2:11][CH2:12][NH:13][C:14]([NH:16][S:17]([C:20]1[C:21]([CH3:34])=[C:22]2[C:27](=[C:28]([CH3:31])[C:29]=1[CH3:30])[O:26][C:25]([CH3:33])([CH3:32])[CH2:24][CH2:23]2)(=[O:18])=[O:19])=[NH:15])[C:3]([O:5][C:6]([CH3:7])([CH3:8])[CH3:9])=[O:4])=[O:46])[C:36]1[CH:37]=[CH:38][CH:39]=[CH:40][CH:41]=1.